From a dataset of Peptide-MHC class I binding affinity with 185,985 pairs from IEDB/IMGT. Regression. Given a peptide amino acid sequence and an MHC pseudo amino acid sequence, predict their binding affinity value. This is MHC class I binding data. (1) The peptide sequence is IYGAAFSGV. The MHC is HLA-A24:02 with pseudo-sequence HLA-A24:02. The binding affinity (normalized) is 0.447. (2) The peptide sequence is ALRTDYNASV. The MHC is HLA-A02:03 with pseudo-sequence HLA-A02:03. The binding affinity (normalized) is 0.781. (3) The peptide sequence is DTMSIYIAV. The MHC is HLA-A02:02 with pseudo-sequence HLA-A02:02. The binding affinity (normalized) is 0.310. (4) The peptide sequence is FVAVHPVDV. The MHC is HLA-A02:01 with pseudo-sequence HLA-A02:01. The binding affinity (normalized) is 0.728. (5) The peptide sequence is LLAKREVPTV. The MHC is H-2-Kb with pseudo-sequence H-2-Kb. The binding affinity (normalized) is 0. (6) The peptide sequence is STVLFGLSY. The MHC is HLA-A11:01 with pseudo-sequence HLA-A11:01. The binding affinity (normalized) is 0.731. (7) The peptide sequence is ILKGKFQTA. The MHC is HLA-A02:01 with pseudo-sequence HLA-A02:01. The binding affinity (normalized) is 0.0847.